From a dataset of Forward reaction prediction with 1.9M reactions from USPTO patents (1976-2016). Predict the product of the given reaction. (1) Given the reactants C[O:2][C:3]([C@@H:5]1[CH2:9][CH2:8][CH2:7][N:6]1[C:10](=[O:53])[CH2:11][CH2:12][NH:13][CH2:14][C@:15]12[CH2:49][CH2:48][C@@H:47]([C:50]([CH3:52])=[CH2:51])[C@@H:16]1[C@@H:17]1[C@@:30]([CH3:33])([CH2:31][CH2:32]2)[C@@:29]2([CH3:34])[C@@H:20]([C@:21]3([CH3:46])[C@@H:26]([CH2:27][CH2:28]2)[C:25]([CH3:36])([CH3:35])[C:24]([C:37]2[CH:45]=[CH:44][C:40]([C:41]([OH:43])=[O:42])=[CH:39][CH:38]=2)=[CH:23][CH2:22]3)[CH2:19][CH2:18]1)=[O:4].[OH-].[Na+].O.Cl, predict the reaction product. The product is: [C:41]([C:40]1[CH:44]=[CH:45][C:37]([C:24]2[C:25]([CH3:36])([CH3:35])[C@H:26]3[C@:21]([CH3:46])([CH2:22][CH:23]=2)[C@@H:20]2[C@:29]([CH3:34])([C@@:30]4([CH3:33])[C@H:17]([CH2:18][CH2:19]2)[C@H:16]2[C@H:47]([C:50]([CH3:52])=[CH2:51])[CH2:48][CH2:49][C@:15]2([CH2:14][NH:13][CH2:12][CH2:11][C:10]([N:6]2[CH2:7][CH2:8][CH2:9][C@H:5]2[C:3]([OH:4])=[O:2])=[O:53])[CH2:32][CH2:31]4)[CH2:28][CH2:27]3)=[CH:38][CH:39]=1)([OH:43])=[O:42]. (2) Given the reactants [Cl:1][C:2]1[CH:7]=[CH:6][C:5]([NH:8][C:9](=[O:20])[C:10]2[CH:15]=[CH:14][CH:13]=[C:12]([C:16]([F:19])([F:18])[F:17])[CH:11]=2)=[CH:4][C:3]=1[C:21]1[N:26]2[N:27]=[CH:28][CH:29]=[C:25]2[N:24]=[CH:23][CH:22]=1.C([BH3-])#N.[Na+], predict the reaction product. The product is: [Cl:1][C:2]1[CH:7]=[CH:6][C:5]([NH:8][C:9](=[O:20])[C:10]2[CH:15]=[CH:14][CH:13]=[C:12]([C:16]([F:19])([F:18])[F:17])[CH:11]=2)=[CH:4][C:3]=1[C:21]1[N:26]2[N:27]=[CH:28][CH:29]=[C:25]2[NH:24][CH2:23][CH:22]=1.